This data is from CYP2C19 inhibition data for predicting drug metabolism from PubChem BioAssay. The task is: Regression/Classification. Given a drug SMILES string, predict its absorption, distribution, metabolism, or excretion properties. Task type varies by dataset: regression for continuous measurements (e.g., permeability, clearance, half-life) or binary classification for categorical outcomes (e.g., BBB penetration, CYP inhibition). Dataset: cyp2c19_veith. (1) The drug is N=C(CC(=O)Nc1ccccn1)c1ccccc1. The result is 0 (non-inhibitor). (2) The compound is O=C(O)c1ccc(C(=O)Nc2cccc3ccccc23)c(C(=O)O)c1. The result is 0 (non-inhibitor). (3) The compound is O=C(N/N=C/c1ccc(Cl)cc1)Nc1ccccc1. The result is 1 (inhibitor).